This data is from Reaction yield outcomes from USPTO patents with 853,638 reactions. The task is: Predict the reaction yield, written as a fraction of the theoretical maximum amount of product (1.0 means a 100% yield; for example, 0.34 means a 34% yield). (1) The reactants are C([Li])CCC.Br[C:7]1[C:15]2[C:14]([Cl:16])=[N:13][CH:12]=[N:11][C:10]=2[N:9]([CH:17]([CH3:19])[CH3:18])[CH:8]=1.CON(C)[C:23](=[O:34])[C:24]1[CH:29]=[CH:28][CH:27]=[C:26]([N+:30]([O-:32])=[O:31])[C:25]=1[CH3:33]. The catalyst is C(OCC)C. The product is [Cl:16][C:14]1[C:15]2[C:7]([C:23]([C:24]3[CH:29]=[CH:28][CH:27]=[C:26]([N+:30]([O-:32])=[O:31])[C:25]=3[CH3:33])=[O:34])=[CH:8][N:9]([CH:17]([CH3:19])[CH3:18])[C:10]=2[N:11]=[CH:12][N:13]=1. The yield is 0.380. (2) The reactants are [CH2:1]([O:3][C:4]([C:6]1([NH:11][C:12]([CH:14]2[NH:18][CH2:17][CH:16]([O:19][C:20](=[O:30])[C:21]3[CH:26]=[CH:25][C:24]([N+:27]([O-:29])=[O:28])=[CH:23][CH:22]=3)[CH2:15]2)=[O:13])[CH2:8][CH:7]1[CH:9]=[CH2:10])=[O:5])[CH3:2].[C:31]([O-:34])(O)=O.[Na+].C(Cl)(Cl)=O.C1(C)C=CC=CC=1.[CH2:47]([NH:54][CH2:55][C:56]1[CH:61]=[CH:60][C:59]([O:62][CH3:63])=[CH:58][CH:57]=1)[CH2:48][CH2:49][CH2:50][CH:51]=[CH:52][CH3:53]. The catalyst is C1COCC1. The product is [CH2:1]([O:3][C:4]([C:6]1([NH:11][C:12]([CH:14]2[N:18]([C:31](=[O:34])[N:54]([CH2:47][CH2:48][CH2:49][CH2:50][CH2:51][CH:52]=[CH2:53])[CH2:55][C:56]3[CH:61]=[CH:60][C:59]([O:62][CH3:63])=[CH:58][CH:57]=3)[CH2:17][CH:16]([O:19][C:20](=[O:30])[C:21]3[CH:22]=[CH:23][C:24]([N+:27]([O-:29])=[O:28])=[CH:25][CH:26]=3)[CH2:15]2)=[O:13])[CH2:8][CH:7]1[CH:9]=[CH2:10])=[O:5])[CH3:2]. The yield is 0.900. (3) The reactants are [C:1]([C:5]1[N:9]([CH2:10][CH:11]2[CH2:16][CH2:15][O:14][CH2:13][CH2:12]2)[C:8]2[CH:17]=[CH:18][C:19]([S:21](Cl)(=[O:23])=[O:22])=[CH:20][C:7]=2[N:6]=1)([CH3:4])([CH3:3])[CH3:2].Cl.[O:26]1[CH2:30][CH2:29][CH2:28][NH:27]1.CCN(C(C)C)C(C)C. The catalyst is CN(C1C=CN=CC=1)C.CC#N. The product is [C:1]([C:5]1[N:9]([CH2:10][CH:11]2[CH2:16][CH2:15][O:14][CH2:13][CH2:12]2)[C:8]2[CH:17]=[CH:18][C:19]([S:21]([N:27]3[CH2:28][CH2:29][CH2:30][O:26]3)(=[O:23])=[O:22])=[CH:20][C:7]=2[N:6]=1)([CH3:4])([CH3:3])[CH3:2]. The yield is 0.360. (4) The reactants are [CH3:1][N:2]1[C:6]([C:7]2[CH:8]=[C:9]([C:15]([O:17]C)=[O:16])[S:10][C:11]=2[CH2:12][CH2:13][CH3:14])=[CH:5][CH:4]=[N:3]1.[Br:19]N1C(=O)CCC1=O.[OH-].[Na+]. The catalyst is O1CCCC1. The product is [Br:19][C:5]1[CH:4]=[N:3][N:2]([CH3:1])[C:6]=1[C:7]1[CH:8]=[C:9]([C:15]([OH:17])=[O:16])[S:10][C:11]=1[CH2:12][CH2:13][CH3:14]. The yield is 0.500. (5) The reactants are [C:1]([C:4]1[O:5][C:6]2[CH:13]=[CH:12][C:11]([O:14]C(C)=O)=[C:10]([Br:18])[C:7]=2[C:8]=1[NH2:9])(=[O:3])[CH3:2].C([O-])([O-])=O.[K+].[K+].Cl. The catalyst is CO.O. The product is [C:1]([C:4]1[O:5][C:6]2[CH:13]=[CH:12][C:11]([OH:14])=[C:10]([Br:18])[C:7]=2[C:8]=1[NH2:9])(=[O:3])[CH3:2]. The yield is 0.951.